Dataset: Forward reaction prediction with 1.9M reactions from USPTO patents (1976-2016). Task: Predict the product of the given reaction. (1) Given the reactants Br[C:2]1[CH:3]=[C:4]([CH:9]=[CH:10][CH:11]=1)[C:5]([O:7][CH3:8])=[O:6].C(=O)([O-])[O-].[K+].[K+].[S:18]1[CH:22]=[CH:21][C:20](B(O)O)=[CH:19]1, predict the reaction product. The product is: [S:18]1[CH:22]=[CH:21][C:20]([C:2]2[CH:3]=[C:4]([CH:9]=[CH:10][CH:11]=2)[C:5]([O:7][CH3:8])=[O:6])=[CH:19]1. (2) The product is: [Cl:13][C:14]1[CH:15]=[C:16]([CH:21]2[CH:22]([CH:26]([O:28][C:29]3[CH:34]=[CH:33][C:32]([C:35]([F:38])([F:36])[F:37])=[CH:31][N:30]=3)[CH3:27])[CH2:23][N:24]([C:7]([Cl:10])=[O:6])[CH2:25]2)[CH:17]=[CH:18][C:19]=1[Cl:20]. Given the reactants ClC(Cl)(OC(=O)[O:6][C:7]([Cl:10])(Cl)Cl)Cl.[Cl:13][C:14]1[CH:15]=[C:16]([CH:21]2[CH2:25][NH:24][CH2:23][CH:22]2[CH:26]([O:28][C:29]2[CH:34]=[CH:33][C:32]([C:35]([F:38])([F:37])[F:36])=[CH:31][N:30]=2)[CH3:27])[CH:17]=[CH:18][C:19]=1[Cl:20].N1C=CC=CC=1.CCOC(C)=O, predict the reaction product. (3) The product is: [F:36][C:37]([C:41]1[N:28]([C:5]2[N:4]=[C:3]3[C:8]([N:9]=[C:10]([CH2:11][N:12]4[CH2:13][CH:14]([CH:16]5[CH2:21][CH2:20][O:19][CH2:18][CH2:17]5)[CH2:15]4)[N:2]3[CH3:1])=[C:7]([N:22]3[CH2:27][CH2:26][O:25][CH2:24][CH2:23]3)[N:6]=2)[C:29]2[CH:34]=[CH:33][CH:32]=[CH:31][C:30]=2[N:35]=1)([F:42])[CH3:38]. Given the reactants [CH3:1][N:2]1[C:10]([CH2:11][N:12]2[CH2:15][CH:14]([CH:16]3[CH2:21][CH2:20][O:19][CH2:18][CH2:17]3)[CH2:13]2)=[N:9][C:8]2[C:3]1=[N:4][C:5]([NH:28][C:29]1[C:30]([NH2:35])=[CH:31][CH:32]=[CH:33][CH:34]=1)=[N:6][C:7]=2[N:22]1[CH2:27][CH2:26][O:25][CH2:24][CH2:23]1.[F:36][C:37]([F:42])([CH3:41])[C:38](O)=O.CCN(C(C)C)C(C)C.CN(C(ON1N=NC2C=CC=NC1=2)=[N+](C)C)C.F[P-](F)(F)(F)(F)F, predict the reaction product. (4) Given the reactants Cl.[CH2:2]([O:4][C:5]([N:7]1[C:11]([NH:12][C:13](=[O:32])[C:14]2[CH:19]=[CH:18][CH:17]=[CH:16][C:15]=2[CH2:20][N:21]2[C:29](=[O:30])[C:28]3[C:23](=[CH:24][CH:25]=[CH:26][CH:27]=3)[C:22]2=[O:31])=[C:10]2[CH2:33][NH:34][C:35]([CH3:37])([CH3:36])[C:9]2=[N:8]1)=[O:6])[CH3:3].C(N(CC)C(C)C)(C)C.[F:47][C:48]1[CH:49]=[C:50]([S:55](Cl)(=[O:57])=[O:56])[CH:51]=[C:52]([F:54])[CH:53]=1, predict the reaction product. The product is: [CH2:2]([O:4][C:5]([N:7]1[C:11]([NH:12][C:13](=[O:32])[C:14]2[CH:19]=[CH:18][CH:17]=[CH:16][C:15]=2[CH2:20][N:21]2[C:29](=[O:30])[C:28]3[C:23](=[CH:24][CH:25]=[CH:26][CH:27]=3)[C:22]2=[O:31])=[C:10]2[CH2:33][N:34]([S:55]([C:50]3[CH:49]=[C:48]([F:47])[CH:53]=[C:52]([F:54])[CH:51]=3)(=[O:57])=[O:56])[C:35]([CH3:36])([CH3:37])[C:9]2=[N:8]1)=[O:6])[CH3:3]. (5) Given the reactants [N+:1]([C:4]1[CH:5]=[CH:6][C:7]([C:10]2[CH:11]=[C:12]([CH:18]=[CH:19][CH:20]=2)[C:13]([O:15][CH2:16][CH3:17])=[O:14])=[N:8][CH:9]=1)([O-])=O, predict the reaction product. The product is: [NH2:1][C:4]1[CH:5]=[CH:6][C:7]([C:10]2[CH:11]=[C:12]([CH:18]=[CH:19][CH:20]=2)[C:13]([O:15][CH2:16][CH3:17])=[O:14])=[N:8][CH:9]=1. (6) Given the reactants [O:1]1[CH2:6][CH:5]=[C:4]([C:7]2[C:8]([O:13][C:14]3[CH:20]=[CH:19][C:17]([NH2:18])=[CH:16][CH:15]=3)=[N:9][CH:10]=[N:11][CH:12]=2)[CH2:3][CH2:2]1, predict the reaction product. The product is: [O:1]1[CH2:2][CH2:3][CH:4]([C:7]2[C:8]([O:13][C:14]3[CH:20]=[CH:19][C:17]([NH2:18])=[CH:16][CH:15]=3)=[N:9][CH:10]=[N:11][CH:12]=2)[CH2:5][CH2:6]1. (7) The product is: [Cl:1][C:2]1[CH:7]=[CH:6][C:5]2[N:8]([CH2:19][C:20]([O:22][C:23]([CH3:26])([CH3:25])[CH3:24])=[O:21])[N:9]=[C:10]([I:11])[C:4]=2[N:3]=1. Given the reactants [Cl:1][C:2]1[CH:7]=[CH:6][C:5]2[NH:8][N:9]=[C:10]([I:11])[C:4]=2[N:3]=1.C(=O)([O-])[O-].[K+].[K+].Br[CH2:19][C:20]([O:22][C:23]([CH3:26])([CH3:25])[CH3:24])=[O:21].O, predict the reaction product. (8) Given the reactants [N:1]1[CH:6]=[CH:5][C:4]([CH2:7][NH:8][C:9]2[CH:28]=[CH:27][CH:26]=[CH:25][C:10]=2[C:11]([NH:13][O:14][CH2:15][C:16]2[CH:17]=[C:18]([CH:22]=[CH:23][CH:24]=2)[C:19](O)=[O:20])=[O:12])=[CH:3][CH:2]=1.[CH3:29][N:30]([CH3:34])[CH2:31][CH2:32][NH2:33], predict the reaction product. The product is: [CH3:29][N:30]([CH3:34])[CH2:31][CH2:32][NH:33][C:19]([C:18]1[CH:17]=[C:16]([CH:24]=[CH:23][CH:22]=1)[CH2:15][O:14][NH:13][C:11](=[O:12])[C:10]1[CH:25]=[CH:26][CH:27]=[CH:28][C:9]=1[NH:8][CH2:7][C:4]1[CH:5]=[CH:6][N:1]=[CH:2][CH:3]=1)=[O:20]. (9) Given the reactants [NH2:1][C:2]([C:6]1[CH:7]=[N:8][CH:9]=[CH:10][CH:11]=1)=[CH:3][C:4]#[N:5].NC1C=C(C2OC=CC=2)N=[C:15]([SH:24])[N:14]=1, predict the reaction product. The product is: [NH2:5][C:4]1[CH:3]=[C:2]([C:6]2[CH:7]=[N:8][CH:9]=[CH:10][CH:11]=2)[N:1]=[C:15]([SH:24])[N:14]=1. (10) Given the reactants [CH3:1][O:2][C:3]1[CH:23]=[CH:22][C:6]([CH2:7][N:8]2[C:18]3[C:19]4[C:11](=[N:12][NH:13][C:14]=4[N:15]=[C:16]([S:20][CH3:21])[N:17]=3)[CH2:10][CH2:9]2)=[CH:5][CH:4]=1.[C:24]([O-])([O-])=O.[Cs+].[Cs+].CI.C(OCC)(=O)C, predict the reaction product. The product is: [CH3:1][O:2][C:3]1[CH:4]=[CH:5][C:6]([CH2:7][N:8]2[C:18]3[C:19]4[C:11](=[N:12][N:13]([CH3:24])[C:14]=4[N:15]=[C:16]([S:20][CH3:21])[N:17]=3)[CH2:10][CH2:9]2)=[CH:22][CH:23]=1.